This data is from Forward reaction prediction with 1.9M reactions from USPTO patents (1976-2016). The task is: Predict the product of the given reaction. (1) Given the reactants Cl.[Cl:2][C:3]1[CH:4]=[C:5]2[C:13](=[C:14]([NH:16][C:17]([C@@H:19]3[CH2:24][O:23][C:22]([CH3:26])([CH3:25])[CH2:21][N:20]3[CH2:27][C@@H:28]([NH2:30])[CH3:29])=[O:18])[CH:15]=1)[NH:12][C:11]1[CH:10]=[N:9][CH:8]=[CH:7][C:6]2=1.C(Cl)Cl.Cl[C:35]([O:37][CH3:38])=[O:36].O, predict the reaction product. The product is: [CH3:38][O:37][C:35](=[O:36])[NH:30][C@@H:28]([CH3:29])[CH2:27][N:20]1[C@H:19]([C:17](=[O:18])[NH:16][C:14]2[CH:15]=[C:3]([Cl:2])[CH:4]=[C:5]3[C:13]=2[NH:12][C:11]2[CH:10]=[N:9][CH:8]=[CH:7][C:6]3=2)[CH2:24][O:23][C:22]([CH3:25])([CH3:26])[CH2:21]1. (2) Given the reactants [CH3:1][O:2]CCOC.[O:7]1[C:11]2[CH:12]=[C:13]([S:16]([CH:19]([C:30]3[C:35]([F:36])=[CH:34][CH:33]=[C:32]([F:37])[C:31]=3[F:38])[C:20]3[C:21]([CH3:29])=[CH:22][C:23]([C:26]([NH2:28])=[O:27])=[N:24][CH:25]=3)(=[O:18])=[O:17])[CH:14]=[CH:15][C:10]=2[CH:9]=[CH:8]1.C=O.[OH-].[Na+], predict the reaction product. The product is: [O:7]1[C:11]2[CH:12]=[C:13]([S:16]([CH:19]([C:30]3[C:35]([F:36])=[CH:34][CH:33]=[C:32]([F:37])[C:31]=3[F:38])[C:20]3[C:21]([CH3:29])=[CH:22][C:23]([C:26]([NH:28][CH2:1][OH:2])=[O:27])=[N:24][CH:25]=3)(=[O:18])=[O:17])[CH:14]=[CH:15][C:10]=2[CH:9]=[CH:8]1. (3) Given the reactants C[O:2][C:3](=O)[CH2:4][C:5]([NH:7][C:8]1[CH:13]=[CH:12][C:11]([O:14][CH2:15][C:16]2[CH:21]=[CH:20][C:19]([F:22])=[CH:18][CH:17]=2)=[CH:10][CH:9]=1)=[O:6].[OH-].[NH4+:25], predict the reaction product. The product is: [F:22][C:19]1[CH:20]=[CH:21][C:16]([CH2:15][O:14][C:11]2[CH:12]=[CH:13][C:8]([NH:7][C:5](=[O:6])[CH2:4][C:3]([NH2:25])=[O:2])=[CH:9][CH:10]=2)=[CH:17][CH:18]=1. (4) Given the reactants [OH:1][NH:2][C:3](=[NH:22])[C:4]1[CH:9]=[C:8]([N+:10]([O-:12])=[O:11])[CH:7]=[CH:6][C:5]=1[O:13][C:14]1[CH:19]=[CH:18][C:17]([CH3:20])=[CH:16][C:15]=1[OH:21].[CH:23](OCC)(OCC)OCC, predict the reaction product. The product is: [CH3:20][C:17]1[CH:18]=[CH:19][C:14]([O:13][C:5]2[CH:6]=[CH:7][C:8]([N+:10]([O-:12])=[O:11])=[CH:9][C:4]=2[C:3]2[N:22]=[CH:23][O:1][N:2]=2)=[C:15]([OH:21])[CH:16]=1.